Dataset: Catalyst prediction with 721,799 reactions and 888 catalyst types from USPTO. Task: Predict which catalyst facilitates the given reaction. (1) Reactant: [Br:1][C:2]1[CH:10]=[CH:9][C:5]([C:6]([OH:8])=O)=[C:4]([CH2:11][C:12]([OH:14])=[O:13])[CH:3]=1.C(Cl)(=O)C. Product: [Br:1][C:2]1[CH:3]=[C:4]2[C:5](=[CH:9][CH:10]=1)[C:6](=[O:8])[O:14][C:12](=[O:13])[CH2:11]2. The catalyst class is: 21. (2) Reactant: [OH:1][C:2]1[CH:3]=[C:4]([CH:30]=[CH:31][CH:32]=1)[CH2:5][N:6]1[C:15]2[C:10](=[CH:11][C:12]([O:16][CH2:17][C:18]#[CH:19])=[CH:13][CH:14]=2)[C:9]([C:20]2[CH:25]=[CH:24][C:23]([CH:26]([CH3:28])[CH3:27])=[CH:22][CH:21]=2)=[N:8][C:7]1=[O:29].C(=O)([O-])[O-].[K+].[K+].Br[CH2:40][CH2:41][O:42][CH:43]1[CH2:48][CH2:47][CH2:46][CH2:45][O:44]1. Product: [CH:26]([C:23]1[CH:24]=[CH:25][C:20]([C:9]2[C:10]3[C:15](=[CH:14][CH:13]=[C:12]([O:16][CH2:17][C:18]#[CH:19])[CH:11]=3)[N:6]([CH2:5][C:4]3[CH:30]=[CH:31][CH:32]=[C:2]([O:1][CH2:40][CH2:41][O:42][CH:43]4[CH2:48][CH2:47][CH2:46][CH2:45][O:44]4)[CH:3]=3)[C:7](=[O:29])[N:8]=2)=[CH:21][CH:22]=1)([CH3:27])[CH3:28]. The catalyst class is: 21. (3) Reactant: C(OC([N:8]1[C:16]2[C:11](=[CH:12][CH:13]=[CH:14][CH:15]=2)[C:10]([CH:17]=O)=[CH:9]1)=O)(C)(C)C.[BH-](O[C:29]([CH3:31])=[O:30])(OC(C)=O)OC(C)=O.[Na+]. Product: [C:12]1([CH3:13])[CH:11]=[CH:10][CH:9]=[CH:31][C:29]=1[O:30][C:14]1[CH:15]=[C:16]2[C:11]([CH2:17][CH2:10][CH2:9][NH:8]2)=[CH:12][CH:13]=1. The catalyst class is: 2.